From a dataset of Experimentally validated miRNA-target interactions with 360,000+ pairs, plus equal number of negative samples. Binary Classification. Given a miRNA mature sequence and a target amino acid sequence, predict their likelihood of interaction. (1) The miRNA is hsa-miR-6875-3p with sequence AUUCUUCCUGCCCUGGCUCCAU. The protein sequence of the target gene is MARSRSRSPRWKHRSLSPVPRNAEHYKQRHSHGHYGCEYRKDPKRPVAWRMDSEKHGQSKPRIPSRGNIYYQSYEHRSPSPNIRNSLENVYMYKPHRGYSPGRGDSNRRAQYMPKYSEGIPYKEHERNSYPQKVQGGHSPDDHRVRGSGKGGKPPQRSIADSFRFEGKWHEDELRHQRIQEEKYSQSTRRGSEDFETRSSFQKRYPEDRDFRKYGHTSKRPKDVERYESREPARNPKWKPEHSLPPYQEDTDQWNLGPQTYRHAEREHPETSSATKVSYDYRHKRPKLLDGDQDFSDGRT.... Result: 1 (interaction). (2) The miRNA is hsa-miR-1306-5p with sequence CCACCUCCCCUGCAAACGUCCA. The protein sequence of the target gene is MESNLQGTFLLNNTPLAQFPEMKAPVCQYSVQNSFYKLSPPGLGPQLAAGTPHGITDILSRPVAAPNNSLLSGYPHVAGFGGLSSQGVYYSPQVGNFSKAGNEYPTRTRNCWADTGQDWRGGRQCSNTPDPLSDSIHKKKHTRPTFTGHQIFALEKTFEQTKYLAGPERARLAYSLGMTESQVKVWFQNRRTKWRKKSALEPSSSTPRAPGGAGAGAGGDRAPSENEDDEYNKPLDPDSDDEKIRLLLRKHRAAFSVLSLGAHSV. Result: 1 (interaction). (3) The miRNA is hsa-miR-5701 with sequence UUAUUGUCACGUUCUGAUU. The protein sequence of the target gene is MASRESGGSRAAALLLVLGVERALALPEICTLCPGGMHNLSRVAAYCEDTSKLMQARCCLNQKGTILGLDLQNCSLKDPGPNFLQAYTAIIIDLQANPLKDDLANTFRGFTQLQTLILPQDVPCPGGSNAWDNVTSFKDKQICQGQRDLCNSTGSPEMCPENGSCASDGPGLLQCVCADGFHGYKCMRQGSFSLLMFFGILGSTTLAISILLWGTQRRKAKAS. Result: 0 (no interaction). (4) The miRNA is mmu-miR-1905 with sequence CACCAGUCCCACCACGCGGUAG. The protein sequence of the target gene is MPSRKFVEGEVVRGRWPGSSLYYEVEILSHDNKSQLYTVKYKDGTELELKESDIKPLKSFKQRKSGSISSSPSRRRGSRSRSRSRSRSRSPGRAPKGSRRSVSASHEGDVKEKKEKEMRREILQVKLTPLVLKPFGNSVSVYNGEPEHMEKNATPYKDKQERIILSTEDRYIVTQYSLRPRREEVKAKEIESEEQNLVTKGPAPLGTFQVTTPQRKDLEFGGVPGAVLIMLGLPACVLLLLLQCRQKDPGLLHFPPPLPALHELWEPRVCGVYLLWFFVQALFHLLPVGKVAEGTPLVDG.... Result: 0 (no interaction).